This data is from Full USPTO retrosynthesis dataset with 1.9M reactions from patents (1976-2016). The task is: Predict the reactants needed to synthesize the given product. (1) Given the product [I:7][C:8]1[CH:9]=[C:1]([CH:14]=[CH:15][C:16]=1[CH3:17])[C:2]([Cl:4])=[O:3], predict the reactants needed to synthesize it. The reactants are: [C:1](Cl)(=O)[C:2]([Cl:4])=[O:3].[I:7][C:8]1[CH:9]=C([CH:14]=[CH:15][C:16]=1[CH3:17])C(O)=O. (2) Given the product [NH2:1][C:2]1[N:10]=[CH:9][N:8]=[C:7]2[C:3]=1[N:4]=[CH:5][N:6]2[C@@H:11]1[O:12][C@H:13]([CH2:21][N:22]([CH2:27][CH2:28][CH2:29][NH:30][C:31]([NH:33][C:34]2[CH:35]=[CH:36][C:37]([C:40]([CH3:41])([CH3:42])[CH3:43])=[CH:38][CH:39]=2)=[O:32])[S:23]([CH3:26])(=[O:24])=[O:25])[C@@H:14]([OH:18])[C@H:15]1[OH:16], predict the reactants needed to synthesize it. The reactants are: [NH2:1][C:2]1[N:10]=[CH:9][N:8]=[C:7]2[C:3]=1[N:4]=[CH:5][N:6]2[C@H:11]1[C@@H:15]2[O:16]C(C)(C)[O:18][C@@H:14]2[C@@H:13]([CH2:21][N:22]([CH2:27][CH2:28][CH2:29][NH:30][C:31]([NH:33][C:34]2[CH:39]=[CH:38][C:37]([C:40]([CH3:43])([CH3:42])[CH3:41])=[CH:36][CH:35]=2)=[O:32])[S:23]([CH3:26])(=[O:25])=[O:24])[O:12]1. (3) Given the product [CH3:1][O:2][C:3]1[CH:8]=[CH:7][C:6]([C:9]2[CH:10]=[CH:11][C:12]([C:19](=[O:21])[CH3:20])=[CH:13][CH:14]=2)=[CH:5][CH:4]=1, predict the reactants needed to synthesize it. The reactants are: [CH3:1][O:2][C:3]1[CH:8]=[CH:7][C:6]([C:9]2[CH:14]=[CH:13][CH:12]=[CH:11][CH:10]=2)=[CH:5][CH:4]=1.[Cl-].[Al+3].[Cl-].[Cl-].[C:19](Cl)(=[O:21])[CH3:20].Cl.